This data is from Full USPTO retrosynthesis dataset with 1.9M reactions from patents (1976-2016). The task is: Predict the reactants needed to synthesize the given product. (1) Given the product [Br:3][C:4]1[N:5]([CH2:15][O:16][CH2:17][CH2:18][Si:19]([CH3:22])([CH3:21])[CH3:20])[C:6]([C:10]([O:12][CH3:13])=[O:11])=[C:7]([Br:9])[N:8]=1, predict the reactants needed to synthesize it. The reactants are: [H-].[Na+].[Br:3][C:4]1[NH:5][C:6]([C:10]([O:12][CH3:13])=[O:11])=[C:7]([Br:9])[N:8]=1.Cl[CH2:15][O:16][CH2:17][CH2:18][Si:19]([CH3:22])([CH3:21])[CH3:20]. (2) Given the product [C:23]1([C:22](=[N:35][C:2]2[CH:7]=[CH:6][C:5]([C@H:8]3[O:13][CH2:12][CH2:11][N:10]([C:14]([O:16][C:17]([CH3:20])([CH3:19])[CH3:18])=[O:15])[CH2:9]3)=[C:4]([F:21])[CH:3]=2)[C:29]2[CH:30]=[CH:31][CH:32]=[CH:33][CH:34]=2)[CH:28]=[CH:27][CH:26]=[CH:25][CH:24]=1, predict the reactants needed to synthesize it. The reactants are: Br[C:2]1[CH:7]=[CH:6][C:5]([C@H:8]2[O:13][CH2:12][CH2:11][N:10]([C:14]([O:16][C:17]([CH3:20])([CH3:19])[CH3:18])=[O:15])[CH2:9]2)=[C:4]([F:21])[CH:3]=1.[C:22](=[NH:35])([C:29]1[CH:34]=[CH:33][CH:32]=[CH:31][CH:30]=1)[C:23]1[CH:28]=[CH:27][CH:26]=[CH:25][CH:24]=1.CC(C)([O-])C.[Na+]. (3) Given the product [C:15]1([S:21]([C:24]2[C:25]([CH2:32][CH2:33][C:34]([OH:36])=[O:35])=[C:26](/[CH:30]=[C:8]3\[C:9](=[O:14])[NH:10][C:11]4[C:7]\3=[CH:6][C:5]([S:2]([CH3:1])(=[O:4])=[O:3])=[CH:13][CH:12]=4)[NH:27][C:28]=2[CH3:29])(=[O:22])=[O:23])[CH:16]=[CH:17][CH:18]=[CH:19][CH:20]=1, predict the reactants needed to synthesize it. The reactants are: [CH3:1][S:2]([C:5]1[CH:6]=[C:7]2[C:11](=[CH:12][CH:13]=1)[NH:10][C:9](=[O:14])[CH2:8]2)(=[O:4])=[O:3].[C:15]1([S:21]([C:24]2[C:25]([CH2:32][CH2:33][C:34]([OH:36])=[O:35])=[C:26]([CH:30]=O)[NH:27][C:28]=2[CH3:29])(=[O:23])=[O:22])[CH:20]=[CH:19][CH:18]=[CH:17][CH:16]=1.CC(O/N=C(/C(NCC=O)=O)\C1N=C(N)SC=1)(C(O)=O)C.N1CCCCC1.